From a dataset of Reaction yield outcomes from USPTO patents with 853,638 reactions. Predict the reaction yield, written as a fraction of the theoretical maximum amount of product (1.0 means a 100% yield; for example, 0.34 means a 34% yield). (1) The reactants are [CH3:1][C:2]1[CH:23]=[C:22]([CH3:24])[C:21]([C:25]2[NH:33][C:28]3[CH2:29][NH:30][CH2:31][CH2:32][C:27]=3[N:26]=2)=[CH:20][C:3]=1[C:4]([N:6]1[CH2:11][CH2:10][CH:9]([C:12]2[CH:19]=[CH:18][C:15]([C:16]#[N:17])=[CH:14][CH:13]=2)[CH2:8][CH2:7]1)=[O:5].Br[CH2:35][CH2:36][F:37].[I-].[K+].C(N(CC)CC)C. The catalyst is CN(C=O)C.ClCCl. The product is [F:37][CH2:36][CH2:35][N:30]1[CH2:31][CH2:32][C:27]2[NH:26][C:25]([C:21]3[C:22]([CH3:24])=[CH:23][C:2]([CH3:1])=[C:3]([CH:20]=3)[C:4]([N:6]3[CH2:7][CH2:8][CH:9]([C:12]4[CH:13]=[CH:14][C:15]([C:16]#[N:17])=[CH:18][CH:19]=4)[CH2:10][CH2:11]3)=[O:5])=[N:33][C:28]=2[CH2:29]1. The yield is 0.520. (2) The reactants are [NH2:1][C:2]1[CH:10]=[C:9]([F:11])[C:8]([Cl:12])=[CH:7][C:3]=1[C:4](O)=[O:5].B.C1COCC1.[Na+].[Cl-]. The catalyst is C1COCC1. The product is [NH2:1][C:2]1[CH:10]=[C:9]([F:11])[C:8]([Cl:12])=[CH:7][C:3]=1[CH2:4][OH:5]. The yield is 0.450. (3) The reactants are [NH2:1][C:2]1[C:7]([NH2:8])=[CH:6][CH:5]=[CH:4][N:3]=1.[C:9](O)(=[O:13])[C:10](O)=[O:11]. The catalyst is Cl. The product is [NH:8]1[C:10](=[O:11])[C:9](=[O:13])[NH:1][C:2]2[N:3]=[CH:4][CH:5]=[CH:6][C:7]1=2. The yield is 0.890. (4) The reactants are [Cl:1][C:2]1[CH:3]=[C:4]([O:13][C:14]2[C:24]([F:25])=[CH:23][C:17]([C:18]([O:20]CC)=[O:19])=[C:16]([F:26])[CH:15]=2)[CH:5]=[N:6][C:7]=1[O:8][CH2:9][CH:10]([CH3:12])[CH3:11].[OH-].[Li+].C1COCC1. The catalyst is O. The product is [Cl:1][C:2]1[CH:3]=[C:4]([O:13][C:14]2[C:24]([F:25])=[CH:23][C:17]([C:18]([OH:20])=[O:19])=[C:16]([F:26])[CH:15]=2)[CH:5]=[N:6][C:7]=1[O:8][CH2:9][CH:10]([CH3:11])[CH3:12]. The yield is 1.00. (5) The reactants are [NH2:1][C:2]1[N:7]=[CH:6][N:5]=[C:4]2[N:8]([CH:12]([C:14]3[O:15][C:16]4[C:21]([C:22](=[O:30])[C:23]=3[C:24]3[CH:29]=[CH:28][CH:27]=[CH:26][CH:25]=3)=[CH:20][C:19]([F:31])=[CH:18][CH:17]=4)[CH3:13])[N:9]=[C:10](I)[C:3]=12.[CH3:32][C:33]1[C:41]2[C:36](=[CH:37][C:38](B3OC(C)(C)C(C)(C)O3)=[CH:39][CH:40]=2)[NH:35][N:34]=1.C(=O)([O-])[O-].[Na+].[Na+].ClCCl. The catalyst is CN(C=O)C.C(O)C.O. The product is [NH2:1][C:2]1[N:7]=[CH:6][N:5]=[C:4]2[N:8]([CH:12]([C:14]3[O:15][C:16]4[C:21]([C:22](=[O:30])[C:23]=3[C:24]3[CH:29]=[CH:28][CH:27]=[CH:26][CH:25]=3)=[CH:20][C:19]([F:31])=[CH:18][CH:17]=4)[CH3:13])[N:9]=[C:10]([C:38]3[CH:37]=[C:36]4[C:41]([C:33]([CH3:32])=[N:34][NH:35]4)=[CH:40][CH:39]=3)[C:3]=12. The yield is 0.150.